Task: Regression. Given a peptide amino acid sequence and an MHC pseudo amino acid sequence, predict their binding affinity value. This is MHC class II binding data.. Dataset: Peptide-MHC class II binding affinity with 134,281 pairs from IEDB (1) The peptide sequence is IHIGDSSKVTITDTT. The MHC is HLA-DQA10101-DQB10501 with pseudo-sequence HLA-DQA10101-DQB10501. The binding affinity (normalized) is 0. (2) The peptide sequence is NIVNMLHGVRDGLVR. The MHC is HLA-DPA10103-DPB10201 with pseudo-sequence HLA-DPA10103-DPB10201. The binding affinity (normalized) is 0.104. (3) The peptide sequence is PAEARKVCYNAVLTH. The MHC is DRB1_1302 with pseudo-sequence DRB1_1302. The binding affinity (normalized) is 0.424. (4) The peptide sequence is AFCLDGDNLFPKV. The MHC is DRB1_0401 with pseudo-sequence DRB1_0401. The binding affinity (normalized) is 0.419. (5) The peptide sequence is MRKLAILSVSSFLFV. The MHC is DRB1_0101 with pseudo-sequence DRB1_0101. The binding affinity (normalized) is 0.638. (6) The peptide sequence is LSQLQTYMIQFDQYI. The MHC is DRB1_0101 with pseudo-sequence DRB1_0101. The binding affinity (normalized) is 0.532. (7) The peptide sequence is GVLVATNFFGINTIP. The MHC is HLA-DQA10301-DQB10302 with pseudo-sequence HLA-DQA10301-DQB10302. The binding affinity (normalized) is 0.208.